Predict which catalyst facilitates the given reaction. From a dataset of Catalyst prediction with 721,799 reactions and 888 catalyst types from USPTO. (1) Reactant: COC1[CH:20]=[CH:19][C:6]([CH2:7][N:8]2[C:12]([CH2:13][NH2:14])=[CH:11][C:10]([C:15]([F:18])([F:17])[F:16])=[N:9]2)=CC=1.CC(OC(OC(OC(C)(C)C)=O)=O)(C)C. Product: [CH:6]1([CH2:7][N:8]2[C:12]([CH2:13][NH2:14])=[CH:11][C:10]([C:15]([F:16])([F:17])[F:18])=[N:9]2)[CH2:19][CH2:20]1. The catalyst class is: 4. (2) Reactant: [Cl:1][C:2]1[N:3]=[C:4](Cl)[C:5]2[CH2:10][N:9]([CH:11]([CH3:13])[CH3:12])[C:8](=[O:14])[C:6]=2[N:7]=1.[Cl:16][C:17]1[CH:22]=[CH:21][C:20]([CH2:23][C:24]([CH3:27])([NH2:26])[CH3:25])=[CH:19][CH:18]=1.C(N(C(C)C)CC)(C)C. Product: [Cl:1][C:2]1[N:3]=[C:4]([NH:26][C:24]([CH3:27])([CH3:25])[CH2:23][C:20]2[CH:21]=[CH:22][C:17]([Cl:16])=[CH:18][CH:19]=2)[C:5]2[CH2:10][N:9]([CH:11]([CH3:13])[CH3:12])[C:8](=[O:14])[C:6]=2[N:7]=1. The catalyst class is: 118. (3) Reactant: [CH2:1]([NH:4][C:5]1[C:14]([NH2:15])=[CH:13][C:8]([C:9]([O:11][CH3:12])=[O:10])=[C:7]([NH:16][C:17]2[CH:22]=[CH:21][C:20]([I:23])=[CH:19][C:18]=2[F:24])[C:6]=1[F:25])[CH:2]=[CH2:3].[C:26](O)(=O)C.C(N)=O.C(=O)(O)[O-].[Na+].O. Product: [CH2:1]([N:4]1[C:5]2[C:6]([F:25])=[C:7]([NH:16][C:17]3[CH:22]=[CH:21][C:20]([I:23])=[CH:19][C:18]=3[F:24])[C:8]([C:9]([O:11][CH3:12])=[O:10])=[CH:13][C:14]=2[N:15]=[CH:26]1)[CH:2]=[CH2:3]. The catalyst class is: 5. (4) Reactant: CS(C)=O.[H-].[Na+].[CH:7]([NH:10][CH2:11][CH2:12][OH:13])([CH3:9])[CH3:8].F[C:15]1[CH:20]=[CH:19][C:18]([N+:21]([O-:23])=[O:22])=[CH:17][CH:16]=1. Product: [CH:7]([NH:10][CH2:11][CH2:12][O:13][C:15]1[CH:20]=[CH:19][C:18]([N+:21]([O-:23])=[O:22])=[CH:17][CH:16]=1)([CH3:9])[CH3:8]. The catalyst class is: 4. (5) Reactant: C([O:8][CH2:9][C:10]1[C@@H:11]([OH:34])[CH2:12][C@H:13]([C:15]2[CH:16]=[N:17][N:18]3[C:23]([NH:24][C@@H:25]4[C:33]5[C:28](=[CH:29][CH:30]=[CH:31][CH:32]=5)[CH2:27][CH2:26]4)=[N:22][CH:21]=[N:20][C:19]=23)[CH:14]=1)C1C=CC=CC=1. Product: [C@@H:25]1([NH:24][C:23]2[N:18]3[N:17]=[CH:16][C:15]([C@H:13]4[CH2:12][C@H:11]([OH:34])[C@@H:10]([CH2:9][OH:8])[CH2:14]4)=[C:19]3[N:20]=[CH:21][N:22]=2)[C:33]2[C:28](=[CH:29][CH:30]=[CH:31][CH:32]=2)[CH2:27][CH2:26]1. The catalyst class is: 19.